Dataset: Reaction yield outcomes from USPTO patents with 853,638 reactions. Task: Predict the reaction yield, written as a fraction of the theoretical maximum amount of product (1.0 means a 100% yield; for example, 0.34 means a 34% yield). (1) The reactants are [F:1][C:2]1[CH:7]=[CH:6][C:5](B2OC(C)(C)C(C)(C)O2)=[CH:4][C:3]=1[C:17]1[CH:22]=[CH:21][C:20]([S:23]([NH:26][CH3:27])(=[O:25])=[O:24])=[CH:19][CH:18]=1.Cl[C:29]1[C:30]2[N:37]=[CH:36][N:35]([CH:38]([CH3:40])[CH3:39])[C:31]=2[N:32]=[N:33][CH:34]=1.C([O-])([O-])=O.[Na+].[Na+]. The catalyst is O1CCOCC1.CCOC(C)=O.O. The product is [F:1][C:2]1[CH:7]=[CH:6][C:5]([C:29]2[C:30]3[N:37]=[CH:36][N:35]([CH:38]([CH3:40])[CH3:39])[C:31]=3[N:32]=[N:33][CH:34]=2)=[CH:4][C:3]=1[C:17]1[CH:18]=[CH:19][C:20]([S:23]([NH:26][CH3:27])(=[O:24])=[O:25])=[CH:21][CH:22]=1. The yield is 0.820. (2) The reactants are [Cl:1][C:2]1[CH:7]=[CH:6][C:5]([NH:8][C:9]2[N:14]=[N:13][C:12]([C:15](O)=O)=[CH:11][CH:10]=2)=[CH:4][CH:3]=1.[CH2:18]([NH:21][C:22]1[C:23]([NH2:28])=[CH:24][CH:25]=[CH:26][CH:27]=1)[CH2:19][CH3:20]. No catalyst specified. The product is [Cl:1][C:2]1[CH:7]=[CH:6][C:5]([NH:8][C:9]2[N:14]=[N:13][C:12]([C:15]3[N:21]([CH2:18][CH2:19][CH3:20])[C:22]4[CH:27]=[CH:26][CH:25]=[CH:24][C:23]=4[N:28]=3)=[CH:11][CH:10]=2)=[CH:4][CH:3]=1. The yield is 0.250. (3) The reactants are [CH3:1][O:2][C:3](=[O:24])[C:4]1[CH:9]=[CH:8][C:7]([NH:10][CH2:11][C:12]2[CH:17]=[CH:16][C:15]([C:18]3[CH2:23][CH2:22][CH2:21][CH2:20][CH:19]=3)=[CH:14][CH:13]=2)=[CH:6][CH:5]=1.C(N(CC)CC)C.[F:32][C:33]([F:47])([F:46])[O:34][C:35]1[CH:36]=[C:37]([CH:41]=[CH:42][C:43](Cl)=[O:44])[CH:38]=[CH:39][CH:40]=1.S(Cl)(Cl)=O. The yield is 0.820. The catalyst is C(Cl)Cl.C1(C)C=CC=CC=1. The product is [CH3:1][O:2][C:3](=[O:24])[C:4]1[CH:5]=[CH:6][C:7]([N:10]([CH2:11][C:12]2[CH:17]=[CH:16][C:15]([C:18]3[CH2:23][CH2:22][CH2:21][CH2:20][CH:19]=3)=[CH:14][CH:13]=2)[C:43](=[O:44])[CH:42]=[CH:41][C:37]2[CH:38]=[CH:39][CH:40]=[C:35]([O:34][C:33]([F:46])([F:47])[F:32])[CH:36]=2)=[CH:8][CH:9]=1. (4) The reactants are I[C:2]1[CH:3]=[CH:4][C:5]2[N:6]([CH:8]=[C:9]([NH:11][C:12]([CH:14]3[CH2:16][CH2:15]3)=[O:13])[N:10]=2)[N:7]=1.[CH3:17][N:18]1[C:22]([CH2:23][NH:24][C:25]2[CH:26]=[C:27]([OH:32])[CH:28]=[CH:29][C:30]=2[CH3:31])=[CH:21][C:20]([CH3:33])=[N:19]1.C(=O)([O-])[O-].[K+].[K+]. The catalyst is CN(C)C=O. The product is [CH3:17][N:18]1[C:22]([CH2:23][NH:24][C:25]2[CH:26]=[C:27]([CH:28]=[CH:29][C:30]=2[CH3:31])[O:32][C:2]2[CH:3]=[CH:4][C:5]3[N:6]([CH:8]=[C:9]([NH:11][C:12]([CH:14]4[CH2:16][CH2:15]4)=[O:13])[N:10]=3)[N:7]=2)=[CH:21][C:20]([CH3:33])=[N:19]1. The yield is 0.720.